From a dataset of Forward reaction prediction with 1.9M reactions from USPTO patents (1976-2016). Predict the product of the given reaction. (1) The product is: [C:16]([O:15][C:13]([N:9]1[C:10]2[C:6](=[CH:5][C:4]([N+:1]([O-:3])=[O:2])=[CH:12][CH:11]=2)[CH2:7][CH2:8]1)=[O:14])([CH3:19])([CH3:18])[CH3:17]. Given the reactants [N+:1]([C:4]1[CH:5]=[C:6]2[C:10](=[CH:11][CH:12]=1)[NH:9][CH2:8][CH2:7]2)([O-:3])=[O:2].[C:13](O[C:13]([O:15][C:16]([CH3:19])([CH3:18])[CH3:17])=[O:14])([O:15][C:16]([CH3:19])([CH3:18])[CH3:17])=[O:14].C(N(CC)CC)C, predict the reaction product. (2) Given the reactants Cl[C:2]1[CH:7]=[C:6]([Cl:8])[N:5]=[C:4]([S:9][CH2:10][C:11]2[CH:16]=[CH:15][C:14]([O:17][CH3:18])=[CH:13][CH:12]=2)[N:3]=1.[NH2:19][C:20]1[CH:24]=[C:23]([CH3:25])[NH:22][N:21]=1.C(N(C(C)C)CC)(C)C.[I-].[Na+], predict the reaction product. The product is: [Cl:8][C:6]1[N:5]=[C:4]([S:9][CH2:10][C:11]2[CH:16]=[CH:15][C:14]([O:17][CH3:18])=[CH:13][CH:12]=2)[N:3]=[C:2]([NH:19][C:20]2[NH:21][N:22]=[C:23]([CH3:25])[CH:24]=2)[CH:7]=1. (3) Given the reactants [NH2:1][CH2:2][C:3]([C:9]1[C:10]([CH:16]2[CH2:21][CH2:20][N:19]([C:22]([O:24][C:25]([CH3:28])([CH3:27])[CH3:26])=[O:23])[CH2:18][CH2:17]2)=[N:11][C:12]([CH3:15])=[N:13][CH:14]=1)([CH3:8])[C:4]([O:6][CH3:7])=[O:5].Cl[C:30]1[CH:35]=[CH:34][N:33]=[C:32]([C:36]([F:39])([F:38])[F:37])[N:31]=1.CCN(C(C)C)C(C)C, predict the reaction product. The product is: [CH3:7][O:6][C:4](=[O:5])[C:3]([C:9]1[C:10]([CH:16]2[CH2:17][CH2:18][N:19]([C:22]([O:24][C:25]([CH3:28])([CH3:27])[CH3:26])=[O:23])[CH2:20][CH2:21]2)=[N:11][C:12]([CH3:15])=[N:13][CH:14]=1)([CH3:8])[CH2:2][NH:1][C:30]1[CH:35]=[CH:34][N:33]=[C:32]([C:36]([F:39])([F:38])[F:37])[N:31]=1. (4) Given the reactants [C:1]([O:5][C:6]([N:8]1[CH2:17][CH2:16][C:15]2[C:10](=[CH:11][CH:12]=[C:13]([NH2:18])[CH:14]=2)[CH2:9]1)=[O:7])([CH3:4])([CH3:3])[CH3:2].[CH:19](=O)[C:20]1[CH:25]=[CH:24][CH:23]=[CH:22][CH:21]=1.C(O)(=O)C.C(O[BH-](OC(=O)C)OC(=O)C)(=O)C.[Na+], predict the reaction product. The product is: [C:1]([O:5][C:6]([N:8]1[CH2:17][CH2:16][C:15]2[C:10](=[CH:11][CH:12]=[C:13]([NH:18][CH2:19][C:20]3[CH:25]=[CH:24][CH:23]=[CH:22][CH:21]=3)[CH:14]=2)[CH2:9]1)=[O:7])([CH3:4])([CH3:2])[CH3:3]. (5) Given the reactants C(N(CC)CC)C.[C:8](Cl)(=[O:10])[CH3:9].[SH:12][CH2:13][CH2:14][C:15]([N:17]([CH3:29])[C:18]1[S:19][C:20]([C:23]2[CH:24]=[N:25][CH:26]=[CH:27][CH:28]=2)=[N:21][N:22]=1)=[O:16].C(OCC)(=O)C, predict the reaction product. The product is: [C:8](=[O:10])([S:12][CH2:13][CH2:14][C:15]([N:17]([CH3:29])[C:18]1[S:19][C:20]([C:23]2[CH:24]=[N:25][CH:26]=[CH:27][CH:28]=2)=[N:21][N:22]=1)=[O:16])[CH3:9]. (6) Given the reactants [Cl:1][C:2]1[CH:7]=[CH:6][C:5]([C:8]2[N:12]([CH2:13][C@H:14]([OH:19])[C:15]([F:18])([F:17])[F:16])[C:11](=[O:20])[N:10]([CH2:21][C:22]([NH:24][CH:25]([C:30]3[CH:35]=[CH:34][CH:33]=[C:32]([C:36]([F:39])([F:38])[F:37])[CH:31]=3)[CH2:26][N+:27]([O-])=O)=[O:23])[N:9]=2)=[CH:4][CH:3]=1.[In].Cl, predict the reaction product. The product is: [ClH:1].[NH2:27][CH2:26][CH:25]([NH:24][C:22](=[O:23])[CH2:21][N:10]1[C:11](=[O:20])[N:12]([CH2:13][C@H:14]([OH:19])[C:15]([F:18])([F:16])[F:17])[C:8]([C:5]2[CH:6]=[CH:7][C:2]([Cl:1])=[CH:3][CH:4]=2)=[N:9]1)[C:30]1[CH:35]=[CH:34][CH:33]=[C:32]([C:36]([F:38])([F:37])[F:39])[CH:31]=1. (7) Given the reactants [OH-].[Na+].[C:3]([C:5]1[CH:6]=[C:7]([C:15]2[O:19][N:18]=[C:17]([C:20]3[C:30]4[O:29][CH2:28][CH2:27][N:26]([CH2:31][CH2:32][CH2:33][CH2:34][C:35]([O:37]CC)=[O:36])[CH2:25][C:24]=4[CH:23]=[CH:22][CH:21]=3)[N:16]=2)[CH:8]=[CH:9][C:10]=1[O:11][CH:12]([CH3:14])[CH3:13])#[N:4], predict the reaction product. The product is: [C:3]([C:5]1[CH:6]=[C:7]([C:15]2[O:19][N:18]=[C:17]([C:20]3[C:30]4[O:29][CH2:28][CH2:27][N:26]([CH2:31][CH2:32][CH2:33][CH2:34][C:35]([OH:37])=[O:36])[CH2:25][C:24]=4[CH:23]=[CH:22][CH:21]=3)[N:16]=2)[CH:8]=[CH:9][C:10]=1[O:11][CH:12]([CH3:14])[CH3:13])#[N:4].